Dataset: Peptide-MHC class I binding affinity with 185,985 pairs from IEDB/IMGT. Task: Regression. Given a peptide amino acid sequence and an MHC pseudo amino acid sequence, predict their binding affinity value. This is MHC class I binding data. (1) The binding affinity (normalized) is 0.680. The peptide sequence is VPNYNLIVM. The MHC is HLA-B07:02 with pseudo-sequence HLA-B07:02. (2) The peptide sequence is LALYSPPLI. The MHC is HLA-A02:02 with pseudo-sequence HLA-A02:02. The binding affinity (normalized) is 0.326. (3) The peptide sequence is YQVPFVQAF. The MHC is HLA-B57:01 with pseudo-sequence HLA-B57:01. The binding affinity (normalized) is 0.213. (4) The peptide sequence is RLYYDSMSY. The MHC is HLA-A01:01 with pseudo-sequence HLA-A01:01. The binding affinity (normalized) is 0.170.